This data is from Full USPTO retrosynthesis dataset with 1.9M reactions from patents (1976-2016). The task is: Predict the reactants needed to synthesize the given product. (1) Given the product [C:13]([C:9]1[CH:8]=[C:7]([O:6][C:5]2[CH:16]=[CH:17][C:2]([NH:1][C:72](=[O:73])[O:71][C:68]([CH3:70])([CH3:69])[CH3:67])=[CH:3][C:4]=2[F:18])[CH:12]=[CH:11][N:10]=1)(=[O:14])[NH2:15], predict the reactants needed to synthesize it. The reactants are: [NH2:1][C:2]1[CH:17]=[CH:16][C:5]([O:6][C:7]2[CH:12]=[CH:11][N:10]=[C:9]([C:13]([NH2:15])=[O:14])[CH:8]=2)=[C:4]([F:18])[CH:3]=1.C(OC1C=CC(NC2N=CN=C(OC3C=CC(NC(=O)CC(NC4C=CC(F)=CC=4)=O)=CC=3F)C=2)=CC=1)C1C=CC=CC=1.C(O)(C)(C)C.[CH3:67][C:68]([O:71][C:72](O[C:72]([O:71][C:68]([CH3:70])([CH3:69])[CH3:67])=[O:73])=[O:73])([CH3:70])[CH3:69]. (2) Given the product [Br:13][CH2:11][CH2:10][CH2:9][C:3]1[C:2]([F:1])=[CH:7][CH:6]=[CH:5][C:4]=1[F:8], predict the reactants needed to synthesize it. The reactants are: [F:1][C:2]1[CH:7]=[CH:6][CH:5]=[C:4]([F:8])[C:3]=1[CH2:9][CH2:10][CH2:11]O.[Br-:13].[Br-].C1(P(C2C=CC=CC=2)C2C=CC=CC=2)C=CC=CC=1.